This data is from Catalyst prediction with 721,799 reactions and 888 catalyst types from USPTO. The task is: Predict which catalyst facilitates the given reaction. The catalyst class is: 86. Product: [OH:6][C@H:5]([CH2:4][OH:3])[CH2:7][N:8]1[C:16]2[C:11](=[CH:12][CH:13]=[CH:14][CH:15]=2)[C:10]2([C:28]3[C:19](=[CH:20][C:21]4[O:26][CH2:25][CH2:24][O:23][C:22]=4[CH:27]=3)[O:18][CH2:17]2)[C:9]1=[O:29]. Reactant: CC1(C)[O:6][C@@H:5]([CH2:7][N:8]2[C:16]3[C:11](=[CH:12][CH:13]=[CH:14][CH:15]=3)[C:10]3([C:28]4[C:19](=[CH:20][C:21]5[O:26][CH2:25][CH2:24][O:23][C:22]=5[CH:27]=4)[O:18][CH2:17]3)[C:9]2=[O:29])[CH2:4][O:3]1.